Predict which catalyst facilitates the given reaction. From a dataset of Catalyst prediction with 721,799 reactions and 888 catalyst types from USPTO. (1) Reactant: [OH:1][CH:2]1[CH2:7][CH2:6][C:5]([NH:9][C:10](=[O:16])[O:11][C:12]([CH3:15])([CH3:14])[CH3:13])([CH3:8])[CH2:4][CH2:3]1.[H-].[Na+].[Si:19]([O:26][CH2:27][C@H:28]1[CH2:39][CH2:38][C:37]2[S:36][C:35]3[N:34]=[CH:33][N:32]=[C:31](Cl)[C:30]=3[C:29]1=2)([C:22]([CH3:25])([CH3:24])[CH3:23])([CH3:21])[CH3:20]. Product: [Si:19]([O:26][CH2:27][C@H:28]1[CH2:39][CH2:38][C:37]2[S:36][C:35]3[N:34]=[CH:33][N:32]=[C:31]([O:1][CH:2]4[CH2:7][CH2:6][C:5]([NH:9][C:10](=[O:16])[O:11][C:12]([CH3:15])([CH3:14])[CH3:13])([CH3:8])[CH2:4][CH2:3]4)[C:30]=3[C:29]1=2)([C:22]([CH3:25])([CH3:23])[CH3:24])([CH3:21])[CH3:20]. The catalyst class is: 1. (2) Reactant: Br[C:2]1[CH:9]=[CH:8][C:5]([CH2:6][OH:7])=[CH:4][C:3]=1[F:10].O.[CH3:12][N:13](C=O)C. Product: [F:10][C:3]1[CH:4]=[C:5]([CH2:6][OH:7])[CH:8]=[CH:9][C:2]=1[C:12]#[N:13]. The catalyst class is: 507.